Dataset: Full USPTO retrosynthesis dataset with 1.9M reactions from patents (1976-2016). Task: Predict the reactants needed to synthesize the given product. (1) Given the product [F:23][C:24]1[CH:29]=[CH:28][CH:27]=[CH:26][C:25]=1[N:30]1[CH2:35][CH2:34][N:33]([C:2]2[NH:3][C:4](=[O:19])[C:5]3[CH:10]=[CH:9][N:8]([CH2:11][O:12][CH2:13][CH2:14][Si:15]([CH3:18])([CH3:17])[CH3:16])[C:6]=3[N:7]=2)[CH2:32][CH2:31]1, predict the reactants needed to synthesize it. The reactants are: Cl[C:2]1[NH:3][C:4](=[O:19])[C:5]2[CH:10]=[CH:9][N:8]([CH2:11][O:12][CH2:13][CH2:14][Si:15]([CH3:18])([CH3:17])[CH3:16])[C:6]=2[N:7]=1.C(O)C.[F:23][C:24]1[CH:29]=[CH:28][CH:27]=[CH:26][C:25]=1[N:30]1[CH2:35][CH2:34][NH:33][CH2:32][CH2:31]1. (2) Given the product [NH2:39][C:37](=[O:38])[CH2:36][N:22]1[C:23]2[N:24]=[CH:25][N:26]=[CH:27][C:28]=2[C:20]([C:18]([C:16]2[CH:17]=[C:12]([NH:11][C:9](=[O:10])[CH2:8][C:5]3[CH:6]=[CH:7][C:2]([Cl:1])=[CH:3][CH:4]=3)[CH:13]=[N:14][CH:15]=2)=[O:19])=[CH:21]1, predict the reactants needed to synthesize it. The reactants are: [Cl:1][C:2]1[CH:7]=[CH:6][C:5]([CH2:8][C:9]([NH:11][C:12]2[CH:13]=[N:14][CH:15]=[C:16]([C:18]([C:20]3[C:28]4[CH:27]=[N:26][CH:25]=[N:24][C:23]=4[NH:22][CH:21]=3)=[O:19])[CH:17]=2)=[O:10])=[CH:4][CH:3]=1.C([O-])([O-])=O.[Cs+].[Cs+].Br[CH2:36][C:37]([NH2:39])=[O:38]. (3) Given the product [OH:1][C@@H:2]([C@@H:23]([C:25]1[CH:26]=[C:27]([CH3:31])[CH:28]=[CH:29][CH:30]=1)[CH3:24])/[CH:3]=[CH:4]/[C@H:5]1[C@H:12]([O:13][C:14](=[O:21])[C:15]2[CH:20]=[CH:19][CH:18]=[CH:17][CH:16]=2)[CH2:11][C@H:10]2[C@@H:6]1[CH2:7][C:8](=[O:22])[O:9]2, predict the reactants needed to synthesize it. The reactants are: [O:1]=[C:2]([C@@H:23]([C:25]1[CH:26]=[C:27]([CH3:31])[CH:28]=[CH:29][CH:30]=1)[CH3:24])/[CH:3]=[CH:4]/[C@H:5]1[C@H:12]([O:13][C:14](=[O:21])[C:15]2[CH:20]=[CH:19][CH:18]=[CH:17][CH:16]=2)[CH2:11][C@H:10]2[C@@H:6]1[CH2:7][C:8](=[O:22])[O:9]2.B(Cl)([C@H]1[C@H](C)[C@@H]2C(C)(C)[C@@H](C2)C1)[C@H]1[C@H](C)[C@@H]2C(C)(C)[C@@H](C2)C1.CC(C)=O.C(=O)([O-])O.[Na+]. (4) Given the product [CH2:7]([O:14][C:25]1[CH:26]=[C:27]([F:29])[CH:28]=[C:20]([NH:19][C:17](=[O:18])[C:16]([CH3:31])([CH3:15])[CH3:32])[C:21]=1[C:22]([OH:24])=[O:23])[C:8]1[CH:13]=[CH:12][CH:11]=[CH:10][CH:9]=1, predict the reactants needed to synthesize it. The reactants are: CC(C)([O-])C.[Li+].[CH2:7]([OH:14])[C:8]1[CH:13]=[CH:12][CH:11]=[CH:10][CH:9]=1.[CH3:15][C:16]([CH3:32])([CH3:31])[C:17]([NH:19][C:20]1[CH:28]=[C:27]([F:29])[CH:26]=[C:25](F)[C:21]=1[C:22]([OH:24])=[O:23])=[O:18].C(O)(=O)CC(CC(O)=O)(C(O)=O)O. (5) Given the product [CH3:29][C:30]1[CH:34]=[C:33]([CH3:35])[N:32]([CH2:36][C:37]([N:25]2[CH2:24][CH2:23][N:22]([C:17]3[CH:18]=[CH:19][CH:20]=[CH:21][C:16]=3[C:15]([NH:14][C:8]3[CH:9]=[CH:10][CH:11]=[CH:12][CH:13]=3)=[O:28])[CH2:27][CH2:26]2)=[O:38])[N:31]=1, predict the reactants needed to synthesize it. The reactants are: FC(F)(F)C(N)=O.[C:8]1([NH:14][C:15](=[O:28])[C:16]2[CH:21]=[CH:20][CH:19]=[CH:18][C:17]=2[N:22]2[CH2:27][CH2:26][NH:25][CH2:24][CH2:23]2)[CH:13]=[CH:12][CH:11]=[CH:10][CH:9]=1.[CH3:29][C:30]1[CH:34]=[C:33]([CH3:35])[N:32]([CH2:36][C:37](O)=[O:38])[N:31]=1.C(C1NC=CN=1)(C1NC=CN=1)=O. (6) Given the product [OH:13][C:12]1[CH:11]=[CH:10][CH:9]=[C:8]([CH3:14])[C:7]=1[SH:17], predict the reactants needed to synthesize it. The reactants are: N([O-])=O.[Na+].Cl.N[C:7]1[C:12]([OH:13])=[CH:11][CH:10]=[CH:9][C:8]=1[CH3:14].O(CC)C([S-])=[S:17].[K+].[OH-].[K+].